Task: Predict which catalyst facilitates the given reaction.. Dataset: Catalyst prediction with 721,799 reactions and 888 catalyst types from USPTO (1) Reactant: C[O:2][C:3](=[O:46])[CH2:4][CH2:5][C:6]([N:8]1[CH2:14][C@H:13]([NH:15][C:16](=[O:28])[C@@H:17]([N:19]([C:21]([O:23][C:24]([CH3:27])([CH3:26])[CH3:25])=[O:22])[CH3:20])[CH3:18])[C:12](=[O:29])[N:11]([CH2:30][C:31]2[C:40]3[C:35](=[CH:36][CH:37]=[CH:38][CH:39]=3)[CH:34]=[CH:33][C:32]=2[CH3:41])[C:10]2[CH:42]=[CH:43][CH:44]=[CH:45][C:9]1=2)=[O:7].[Li+].[OH-].C(O)(=O)CC(CC(O)=O)(C(O)=O)O. Product: [C:24]([O:23][C:21]([N:19]([CH3:20])[C@@H:17]([CH3:18])[C:16]([NH:15][C@H:13]1[CH2:14][N:8]([C:6](=[O:7])[CH2:5][CH2:4][C:3]([OH:46])=[O:2])[C:9]2[CH:45]=[CH:44][CH:43]=[CH:42][C:10]=2[N:11]([CH2:30][C:31]2[C:40]3[C:35](=[CH:36][CH:37]=[CH:38][CH:39]=3)[CH:34]=[CH:33][C:32]=2[CH3:41])[C:12]1=[O:29])=[O:28])=[O:22])([CH3:27])([CH3:26])[CH3:25]. The catalyst class is: 20. (2) Reactant: C[Si](Br)(C)C.C(CN)CC([P:10]([OH:13])([OH:12])=[O:11])([P:10]([OH:13])([OH:12])=[O:11])O.C([C:24]1C=C(C)C=[C:28](C(C)(C)C)[C:29]=1[OH:30])(C)(C)C.[CH3:36][C:37]([C:40]1C([O])=C(C(C)(C)C)C=C(C=C2C=C(C(C)(C)C)C(=O)C(C(C)(C)C)=C2)C=1)(C)C.[CH3:67][OH:68]. Product: [C:67]([O:30][CH:29]([CH2:24][P:10](=[O:11])([OH:12])[OH:13])[CH2:28][P:10](=[O:11])([OH:13])[OH:12])(=[O:68])[C:37]([CH3:40])=[CH2:36]. The catalyst class is: 4. (3) Reactant: [CH3:1][O:2][C:3]1[CH:10]=[CH:9][C:6]([CH:7]=O)=[CH:5][CH:4]=1.[CH3:11][C:12]1([CH3:20])[O:19][C:17](=[O:18])[CH2:16][C:14](=[O:15])[O:13]1.[BH4-].[Na+]. Product: [CH3:1][O:2][C:3]1[CH:10]=[CH:9][C:6]([CH2:7][CH:16]2[C:17](=[O:18])[O:19][C:12]([CH3:20])([CH3:11])[O:13][C:14]2=[O:15])=[CH:5][CH:4]=1. The catalyst class is: 6. (4) Reactant: O.O.[Sn](Cl)Cl.[N+:6]([C:9]1[C:10]([N+:17]([O-])=O)=[C:11]([O:15][CH3:16])[CH:12]=[CH:13][CH:14]=1)([O-])=O.[OH-].[Na+]. Product: [NH2:6][C:9]1[C:10]([NH2:17])=[C:11]([O:15][CH3:16])[CH:12]=[CH:13][CH:14]=1. The catalyst class is: 25. (5) Reactant: C(OC(=O)[NH:7][C@H:8]1[CH2:13][CH2:12][C@@H:11]([N:14]2[C:19](=[O:20])[C:18]3[CH:21]=[C:22]([F:25])[CH:23]=[N:24][C:17]=3[N:16]([C:26]3[CH:27]=[C:28]([C:32]4[CH:37]=[CH:36][CH:35]=[CH:34][C:33]=4[CH2:38][N:39]([CH3:41])[CH3:40])[CH:29]=[CH:30][CH:31]=3)[C:15]2=[O:42])[CH2:10][CH2:9]1)(C)(C)C.[ClH:44]. Product: [ClH:44].[NH2:7][C@@H:8]1[CH2:13][CH2:12][C@H:11]([N:14]2[C:19](=[O:20])[C:18]3[CH:21]=[C:22]([F:25])[CH:23]=[N:24][C:17]=3[N:16]([C:26]3[CH:27]=[C:28]([C:32]4[CH:37]=[CH:36][CH:35]=[CH:34][C:33]=4[CH2:38][N:39]([CH3:40])[CH3:41])[CH:29]=[CH:30][CH:31]=3)[C:15]2=[O:42])[CH2:10][CH2:9]1. The catalyst class is: 12. (6) Reactant: ClC1C([N:8]2[C:12]([C:13]#N)=[C:11]([C:15]([F:18])([F:17])[F:16])[C:10]([C:19]([F:25])([F:24])[C:20]([F:23])([F:22])[F:21])=[N:9]2)=NC=CC=1.[OH-:26].[Na+].C[OH:29]. Product: [F:24][C:19]([F:25])([C:10]1[C:11]([C:15]([F:18])([F:17])[F:16])=[C:12]([C:13]([OH:29])=[O:26])[NH:8][N:9]=1)[C:20]([F:23])([F:22])[F:21]. The catalyst class is: 6. (7) Product: [CH2:70]([O:72][C:73]([N:75]1[CH2:76][CH2:77][N:78]([C:27](=[O:28])[C@@H:2]([NH:1][C:30]([O:32][C:33]([CH3:36])([CH3:35])[CH3:34])=[O:31])[CH2:3][CH2:4][CH2:5][NH:6]/[C:7](/[NH2:26])=[N:8]/[S:9]([C:12]2[C:13]([CH3:14])=[C:15]([CH3:16])[C:17]3[O:18][C:19]([CH3:20])([CH3:21])[CH2:22][C:23]=3[C:24]=2[CH3:25])(=[O:10])=[O:11])[CH2:79][CH2:80]1)=[O:74])[CH3:71]. Reactant: [NH:1]([C:30]([O:32][C:33]([CH3:36])([CH3:35])[CH3:34])=[O:31])[C@H:2]([C:27](O)=[O:28])[CH2:3][CH2:4][CH2:5][NH:6][C:7](=[NH:26])[NH:8][S:9]([C:12]1[C:24]([CH3:25])=[C:23]2[C:17]([O:18][C:19]([CH2:22]2)([CH3:21])[CH3:20])=[C:15]([CH3:16])[C:13]=1[CH3:14])(=[O:11])=[O:10].CCN(C(C)C)C(C)C.CN(C(ON1N=NC2C=CC=NC1=2)=[N+](C)C)C.F[P-](F)(F)(F)(F)F.[CH2:70]([O:72][C:73]([N:75]1[CH2:80][CH2:79][NH:78][CH2:77][CH2:76]1)=[O:74])[CH3:71]. The catalyst class is: 173. (8) Reactant: [Br-:1].[Li+].CS(O[C@@H:8]([CH2:12][C:13]1[CH:18]=[CH:17][CH:16]=[CH:15][CH:14]=1)[C:9]([OH:11])=[O:10])(=O)=O.C1(C)C=CC=CC=1. Product: [Br:1][C@H:8]([CH2:12][C:13]1[CH:18]=[CH:17][CH:16]=[CH:15][CH:14]=1)[C:9]([OH:11])=[O:10]. The catalyst class is: 6.